Dataset: NCI-60 drug combinations with 297,098 pairs across 59 cell lines. Task: Regression. Given two drug SMILES strings and cell line genomic features, predict the synergy score measuring deviation from expected non-interaction effect. (1) Drug 1: C(CC(=O)O)C(=O)CN.Cl. Drug 2: CCN(CC)CCCC(C)NC1=C2C=C(C=CC2=NC3=C1C=CC(=C3)Cl)OC. Cell line: SNB-19. Synergy scores: CSS=34.2, Synergy_ZIP=-8.39, Synergy_Bliss=-2.13, Synergy_Loewe=-1.79, Synergy_HSA=0.300. (2) Cell line: SK-MEL-28. Drug 2: C1=NNC2=C1C(=O)NC=N2. Synergy scores: CSS=4.67, Synergy_ZIP=-1.62, Synergy_Bliss=-1.23, Synergy_Loewe=-4.65, Synergy_HSA=-1.08. Drug 1: CC1CCC2CC(C(=CC=CC=CC(CC(C(=O)C(C(C(=CC(C(=O)CC(OC(=O)C3CCCCN3C(=O)C(=O)C1(O2)O)C(C)CC4CCC(C(C4)OC)OCCO)C)C)O)OC)C)C)C)OC.